Regression. Given two drug SMILES strings and cell line genomic features, predict the synergy score measuring deviation from expected non-interaction effect. From a dataset of NCI-60 drug combinations with 297,098 pairs across 59 cell lines. (1) Drug 1: CC12CCC3C(C1CCC2=O)CC(=C)C4=CC(=O)C=CC34C. Drug 2: CC1C(C(CC(O1)OC2CC(OC(C2O)C)OC3=CC4=CC5=C(C(=O)C(C(C5)C(C(=O)C(C(C)O)O)OC)OC6CC(C(C(O6)C)O)OC7CC(C(C(O7)C)O)OC8CC(C(C(O8)C)O)(C)O)C(=C4C(=C3C)O)O)O)O. Cell line: MDA-MB-231. Synergy scores: CSS=59.6, Synergy_ZIP=1.54, Synergy_Bliss=1.48, Synergy_Loewe=0.594, Synergy_HSA=0.732. (2) Drug 1: C1CCC(C1)C(CC#N)N2C=C(C=N2)C3=C4C=CNC4=NC=N3. Drug 2: CCCS(=O)(=O)NC1=C(C(=C(C=C1)F)C(=O)C2=CNC3=C2C=C(C=N3)C4=CC=C(C=C4)Cl)F. Cell line: NCIH23. Synergy scores: CSS=10.9, Synergy_ZIP=4.91, Synergy_Bliss=5.74, Synergy_Loewe=-2.57, Synergy_HSA=-0.324. (3) Drug 1: CC1=C(C=C(C=C1)NC2=NC=CC(=N2)N(C)C3=CC4=NN(C(=C4C=C3)C)C)S(=O)(=O)N.Cl. Drug 2: CC12CCC(CC1=CCC3C2CCC4(C3CC=C4C5=CN=CC=C5)C)O. Cell line: NCI-H226. Synergy scores: CSS=18.6, Synergy_ZIP=0.441, Synergy_Bliss=5.25, Synergy_Loewe=4.00, Synergy_HSA=4.61. (4) Drug 1: CCCS(=O)(=O)NC1=C(C(=C(C=C1)F)C(=O)C2=CNC3=C2C=C(C=N3)C4=CC=C(C=C4)Cl)F. Drug 2: CN(C)N=NC1=C(NC=N1)C(=O)N. Cell line: ACHN. Synergy scores: CSS=7.78, Synergy_ZIP=-6.74, Synergy_Bliss=-5.79, Synergy_Loewe=-6.56, Synergy_HSA=-5.49. (5) Drug 1: C1CN1C2=NC(=NC(=N2)N3CC3)N4CC4. Drug 2: CCN(CC)CCCC(C)NC1=C2C=C(C=CC2=NC3=C1C=CC(=C3)Cl)OC. Cell line: NCI/ADR-RES. Synergy scores: CSS=28.0, Synergy_ZIP=-12.1, Synergy_Bliss=-3.84, Synergy_Loewe=-7.25, Synergy_HSA=-1.30. (6) Drug 2: CNC(=O)C1=NC=CC(=C1)OC2=CC=C(C=C2)NC(=O)NC3=CC(=C(C=C3)Cl)C(F)(F)F. Synergy scores: CSS=-0.195, Synergy_ZIP=0.587, Synergy_Bliss=1.90, Synergy_Loewe=-8.97, Synergy_HSA=-3.05. Cell line: NCIH23. Drug 1: CC1C(C(=O)NC(C(=O)N2CCCC2C(=O)N(CC(=O)N(C(C(=O)O1)C(C)C)C)C)C(C)C)NC(=O)C3=C4C(=C(C=C3)C)OC5=C(C(=O)C(=C(C5=N4)C(=O)NC6C(OC(=O)C(N(C(=O)CN(C(=O)C7CCCN7C(=O)C(NC6=O)C(C)C)C)C)C(C)C)C)N)C.